From a dataset of Catalyst prediction with 721,799 reactions and 888 catalyst types from USPTO. Predict which catalyst facilitates the given reaction. (1) Reactant: [CH3:1][O:2][C:3]([C:5]1([CH2:17][CH2:18][CH:19]=O)[CH2:9][CH2:8][CH2:7][N:6]1[C:10]([O:12][C:13]([CH3:16])([CH3:15])[CH3:14])=[O:11])=[O:4].[CH2:21]([NH2:28])[C:22]1[CH:27]=[CH:26][CH:25]=[CH:24][CH:23]=1.C(O[BH-](OC(=O)C)OC(=O)C)(=O)C.[Na+].[Cl-].[NH4+]. Product: [CH3:1][O:2][C:3]([C:5]1([CH2:17][CH2:18][CH2:19][NH:28][CH2:21][C:22]2[CH:27]=[CH:26][CH:25]=[CH:24][CH:23]=2)[CH2:9][CH2:8][CH2:7][N:6]1[C:10]([O:12][C:13]([CH3:14])([CH3:15])[CH3:16])=[O:11])=[O:4]. The catalyst class is: 30. (2) Reactant: C([O:3][C:4]([C:6]1[N:11]=[C:10]2[N:12]([CH2:15][C:16]3[CH:17]=[C:18]4[C:23](=[CH:24][CH:25]=3)[N:22]=[CH:21][CH:20]=[CH:19]4)[N:13]=[N:14][C:9]2=[N:8][CH:7]=1)=[CH2:5])C.Cl.C([O-])(O)=O.[Na+]. Product: [N:22]1[C:23]2[C:18](=[CH:17][C:16]([CH2:15][N:12]3[C:10]4[C:9](=[N:8][CH:7]=[C:6]([C:4](=[O:3])[CH3:5])[N:11]=4)[N:14]=[N:13]3)=[CH:25][CH:24]=2)[CH:19]=[CH:20][CH:21]=1. The catalyst class is: 10. (3) Reactant: CO.[CH:3]([C@@H:5]1[C@@H:14]2[C@@H:8]([O:9][CH2:10][C@@H:11]([CH2:15][CH2:16][CH2:17][C:18]([O:20][CH:21](C)C)=[O:19])[CH2:12][CH2:13]2)[CH2:7][C@H:6]1[O:24][CH:25]1[CH2:30][CH2:29][CH2:28][CH2:27][O:26]1)=O.[C:31](=O)([O-])[O-].[K+].[K+].C/C(/[O-])=C(/P(OC)(OC)=O)\[N+]#N. The catalyst class is: 13. Product: [C:3]([C@@H:5]1[C@@H:14]2[C@@H:8]([O:9][CH2:10][C@@H:11]([CH2:15][CH2:16][CH2:17][C:18]([O:20][CH3:21])=[O:19])[CH2:12][CH2:13]2)[CH2:7][C@H:6]1[O:24][CH:25]1[CH2:30][CH2:29][CH2:28][CH2:27][O:26]1)#[CH:31]. (4) Reactant: [Br:1][C:2]1[CH:3]=[C:4]([C:8]([C:10]2[CH:15]=[C:14]([O:16][CH3:17])[C:13]([O:18][CH3:19])=[CH:12][C:11]=2[NH:20]C(=O)C(C)(C)C)=[O:9])[CH:5]=[CH:6][CH:7]=1.Cl. Product: [NH2:20][C:11]1[CH:12]=[C:13]([O:18][CH3:19])[C:14]([O:16][CH3:17])=[CH:15][C:10]=1[C:8]([C:4]1[CH:5]=[CH:6][CH:7]=[C:2]([Br:1])[CH:3]=1)=[O:9]. The catalyst class is: 12. (5) Reactant: Cl[C:2]1[C:3]2[C@H:11]([CH3:12])[CH2:10][C:9](=[O:13])[NH:8][C:4]=2[N:5]=[CH:6][N:7]=1.[F:14][C:15]([F:35])([F:34])[C:16]1[N:17]=[C:18]([CH:28]2[CH2:33][CH2:32][NH:31][CH2:30][CH2:29]2)[N:19]([CH2:21][CH2:22][N:23]2[CH2:27][CH2:26][CH2:25][CH2:24]2)[CH:20]=1.C(N(CC)CC)C. Product: [CH3:12][C@H:11]1[C:3]2[C:2]([N:31]3[CH2:30][CH2:29][CH:28]([C:18]4[N:19]([CH2:21][CH2:22][N:23]5[CH2:24][CH2:25][CH2:26][CH2:27]5)[CH:20]=[C:16]([C:15]([F:34])([F:35])[F:14])[N:17]=4)[CH2:33][CH2:32]3)=[N:7][CH:6]=[N:5][C:4]=2[NH:8][C:9](=[O:13])[CH2:10]1. The catalyst class is: 60. (6) Reactant: [CH:1]1([CH2:6][CH:7]([C:18]2[NH:19][C:20]([C:23]([CH:25]3[CH2:27][CH2:26]3)=[O:24])=[CH:21][N:22]=2)[C:8]2[CH:13]=[CH:12][C:11]([S:14]([CH3:17])(=[O:16])=[O:15])=[CH:10][CH:9]=2)[CH2:5][CH2:4][CH2:3][CH2:2]1.[Cl:28]N1C(=O)CCC1=O.C(=O)([O-])O.[Na+].S([O-])([O-])(=O)=S.[Na+].[Na+]. Product: [Cl:28][C:21]1[N:22]=[C:18]([CH:7]([C:8]2[CH:9]=[CH:10][C:11]([S:14]([CH3:17])(=[O:16])=[O:15])=[CH:12][CH:13]=2)[CH2:6][CH:1]2[CH2:2][CH2:3][CH2:4][CH2:5]2)[NH:19][C:20]=1[C:23]([CH:25]1[CH2:27][CH2:26]1)=[O:24]. The catalyst class is: 26. (7) Reactant: [C:1]([O:5][C:6]([N:8]1[C:17]2[C:12](=[CH:13][CH:14]=[C:15]([OH:18])[CH:16]=2)[CH2:11][CH2:10][CH2:9]1)=[O:7])([CH3:4])([CH3:3])[CH3:2].[H-].[Na+].[CH3:21]I. Product: [C:1]([O:5][C:6]([N:8]1[C:17]2[C:12](=[CH:13][CH:14]=[C:15]([O:18][CH3:21])[CH:16]=2)[CH2:11][CH2:10][CH2:9]1)=[O:7])([CH3:4])([CH3:2])[CH3:3]. The catalyst class is: 9.